From a dataset of Peptide-MHC class I binding affinity with 185,985 pairs from IEDB/IMGT. Regression. Given a peptide amino acid sequence and an MHC pseudo amino acid sequence, predict their binding affinity value. This is MHC class I binding data. The peptide sequence is LLFDSNEPI. The MHC is HLA-A02:06 with pseudo-sequence HLA-A02:06. The binding affinity (normalized) is 1.00.